This data is from M1 muscarinic receptor agonist screen with 61,833 compounds. The task is: Binary Classification. Given a drug SMILES string, predict its activity (active/inactive) in a high-throughput screening assay against a specified biological target. (1) The compound is Fc1c(NC(=O)Cc2c3c(n(c2C(O)=O)C)cccc3)cccc1. The result is 0 (inactive). (2) The molecule is O=c1[nH]nc(c2c1cccc2)c1cc(N)c(N)cc1. The result is 0 (inactive).